Dataset: Full USPTO retrosynthesis dataset with 1.9M reactions from patents (1976-2016). Task: Predict the reactants needed to synthesize the given product. (1) The reactants are: [F:1][C:2]1[C:3]([OH:22])=[C:4]([CH:20]=[O:21])[C:5]2[CH:6]=[CH:7][N:8]([S:11]([C:14]3[CH:19]=[CH:18][CH:17]=[CH:16][CH:15]=3)(=[O:13])=[O:12])[C:9]=2[CH:10]=1.[C:23]([O-])([O-])=O.[K+].[K+].CI. Given the product [F:1][C:2]1[C:3]([O:22][CH3:23])=[C:4]([CH:20]=[O:21])[C:5]2[CH:6]=[CH:7][N:8]([S:11]([C:14]3[CH:19]=[CH:18][CH:17]=[CH:16][CH:15]=3)(=[O:13])=[O:12])[C:9]=2[CH:10]=1, predict the reactants needed to synthesize it. (2) Given the product [OH:1][C:2]1[CH:6]=[C:5]([CH2:7][CH2:8][C:9]([NH:12][CH2:13][CH2:14][CH:15]2[CH2:16][CH2:17][N:18]([C:21]([O:23][C:24]([CH3:27])([CH3:26])[CH3:25])=[O:22])[CH2:19][CH2:20]2)=[O:11])[O:4][N:3]=1, predict the reactants needed to synthesize it. The reactants are: [OH:1][C:2]1[CH:6]=[C:5]([CH2:7][CH2:8][C:9]([OH:11])=O)[O:4][N:3]=1.[NH2:12][CH2:13][CH2:14][CH:15]1[CH2:20][CH2:19][N:18]([C:21]([O:23][C:24]([CH3:27])([CH3:26])[CH3:25])=[O:22])[CH2:17][CH2:16]1. (3) Given the product [CH3:21][C:3]1([CH3:22])[CH:2]([CH2:23][CH2:24][C:25]2[CH:30]=[CH:29][CH:28]=[CH:27][CH:26]=2)[C:6]2[CH:7]=[C:8]([NH:13][C:14](=[O:20])[CH2:15][C:16]([CH3:19])([CH3:18])[CH3:17])[C:9]([CH3:12])=[C:10]([CH3:11])[C:5]=2[O:4]1, predict the reactants needed to synthesize it. The reactants are: O[C:2]1([CH2:23][CH2:24][C:25]2[CH:30]=[CH:29][CH:28]=[CH:27][CH:26]=2)[C:6]2[CH:7]=[C:8]([NH:13][C:14](=[O:20])[CH2:15][C:16]([CH3:19])([CH3:18])[CH3:17])[C:9]([CH3:12])=[C:10]([CH3:11])[C:5]=2[O:4][C:3]1([CH3:22])[CH3:21]. (4) Given the product [Br:7][CH2:6][C:5]([C:4]1[CH:3]=[C:2]([F:1])[CH:11]=[C:10]([F:12])[CH:9]=1)=[N:14][OH:15], predict the reactants needed to synthesize it. The reactants are: [F:1][C:2]1[CH:3]=[C:4]([CH:9]=[C:10]([F:12])[CH:11]=1)[C:5](=O)[CH2:6][Br:7].Cl.[NH2:14][OH:15].O. (5) Given the product [CH:38]12[N:44]([CH2:45][CH2:46][O:10][C:8]3[CH:9]=[CH:4][C:5]([CH2:12][CH2:13][CH2:14][NH:3][C:4]4[CH:9]=[C:8]([O:10][CH3:11])[CH:7]=[CH:6][C:5]=4[C@@H:12]4[CH2:21][CH2:20][C:19]5[CH:18]=[C:17]([OH:22])[CH:16]=[CH:15][C:14]=5[CH2:13]4)=[CH:6][CH:7]=3)[CH:41]([CH2:42][CH2:43]1)[CH2:40][CH2:39]2, predict the reactants needed to synthesize it. The reactants are: C([N:3](C(=O)C1C=CC(O)=CC=1)[C:4]1[CH:9]=[C:8]([O:10][CH3:11])[CH:7]=[CH:6][C:5]=1[C@@H:12]1[CH2:21][CH2:20][C:19]2[CH:18]=[C:17]([O:22]C(=O)C(C)(C)C)[CH:16]=[CH:15][C:14]=2[CH2:13]1)C.[CH:38]12[N:44]([C:45](=O)[CH2:46]Br)[CH:41]([CH2:42][CH2:43]1)[CH2:40][CH2:39]2. (6) Given the product [CH3:44][O:45][C:46]1[N:51]=[CH:50][C:49]([N:52]2[CH2:67][CH2:66][C:55]3[N:56]=[CH:57][N:58]=[C:59]([O:60][C@H:61]4[CH2:65][CH2:64][N:63]([C:6]([C:4]5[N:3]=[CH:2][O:1][CH:5]=5)=[O:8])[CH2:62]4)[C:54]=3[CH2:53]2)=[CH:48][C:47]=1[C:68]([F:71])([F:69])[F:70], predict the reactants needed to synthesize it. The reactants are: [O:1]1[CH:5]=[C:4]([C:6]([OH:8])=O)[N:3]=[CH:2]1.CN(C(ON1N=NC2C=CC=CC1=2)=[N+](C)C)C.F[P-](F)(F)(F)(F)F.C(N(CC)C(C)C)(C)C.Cl.Cl.[CH3:44][O:45][C:46]1[N:51]=[CH:50][C:49]([N:52]2[CH2:67][CH2:66][C:55]3[N:56]=[CH:57][N:58]=[C:59]([O:60][C@H:61]4[CH2:65][CH2:64][NH:63][CH2:62]4)[C:54]=3[CH2:53]2)=[CH:48][C:47]=1[C:68]([F:71])([F:70])[F:69].